From a dataset of Catalyst prediction with 721,799 reactions and 888 catalyst types from USPTO. Predict which catalyst facilitates the given reaction. (1) Reactant: N(C(OCC)=O)=NC(OCC)=O.[Cl:13][C:14]1[CH:33]=[CH:32][C:17]([NH:18][C:19]2[C:28]3[C:23](=[CH:24][C:25]([OH:31])=[C:26]([O:29][CH3:30])[CH:27]=3)[N:22]=[CH:21][N:20]=2)=[C:16]([F:34])[CH:15]=1.C1(P(C2C=CC=CC=2)C2C=CC=CC=2)C=CC=CC=1.[N:54]1[CH:59]=[CH:58][C:57]([CH2:60][CH2:61]O)=[CH:56][CH:55]=1. Product: [ClH:13].[Cl:13][C:14]1[CH:33]=[CH:32][C:17]([NH:18][C:19]2[C:28]3[C:23](=[CH:24][C:25]([O:31][CH2:61][CH2:60][C:57]4[CH:58]=[CH:59][N:54]=[CH:55][CH:56]=4)=[C:26]([O:29][CH3:30])[CH:27]=3)[N:22]=[CH:21][N:20]=2)=[C:16]([F:34])[CH:15]=1. The catalyst class is: 2. (2) The catalyst class is: 85. Product: [C:31]1([C:34]2[CH:35]=[CH:36][CH:37]=[CH:38][CH:39]=2)[CH:32]=[CH:33][C:28]([CH2:27][C@H:21]([NH:20][C:9]([C:4]2([CH2:3][C:2]([Cl:1])=[CH2:12])[CH2:5][CH2:6][CH2:7][CH2:8]2)=[O:11])[C:22]([N:24]([CH3:26])[CH3:25])=[O:23])=[CH:29][CH:30]=1. Reactant: [Cl:1][C:2](=[CH2:12])[CH2:3][C:4]1([C:9]([OH:11])=O)[CH2:8][CH2:7][CH2:6][CH2:5]1.OC(C(F)(F)F)=O.[NH2:20][C@@H:21]([CH2:27][C:28]1[CH:33]=[CH:32][C:31]([C:34]2[CH:39]=[CH:38][CH:37]=[CH:36][CH:35]=2)=[CH:30][CH:29]=1)[C:22]([N:24]([CH3:26])[CH3:25])=[O:23].CN(C(ON1N=NC2C=CC=NC1=2)=[N+](C)C)C.F[P-](F)(F)(F)(F)F.